From a dataset of Forward reaction prediction with 1.9M reactions from USPTO patents (1976-2016). Predict the product of the given reaction. (1) Given the reactants CO[C:3]1C=C[C:6]([C:9]2[C:14]3OC4C=CC=CC=4[C:13]=3[CH:12]=[CH:11][CH:10]=2)=[CH:5][CH:4]=1.Cl.[NH+:23]1C=CC=CC=1.[OH2:29], predict the reaction product. The product is: [CH3:3][C:4]1[CH:5]=[CH:6][C:9]2[C:14](=[C:13]([OH:29])[CH:12]=[CH:11][CH:10]=2)[N:23]=1. (2) Given the reactants [Cl:1][C:2]1[CH:10]=[C:9]([C:11]#[C:12][CH2:13][O:14][CH3:15])[C:5]2[O:6][CH2:7][O:8][C:4]=2[C:3]=1[NH:16][C:17]1[C:26]2[C:21](=[CH:22][C:23]([O:29][CH2:30][CH2:31][CH2:32]Cl)=[C:24]([O:27][CH3:28])[CH:25]=2)[N:20]=[CH:19][N:18]=1.[NH:34]1[CH2:38][CH2:37][CH2:36][C@@H:35]1[CH2:39][OH:40], predict the reaction product. The product is: [Cl:1][C:2]1[CH:10]=[C:9]([C:11]#[C:12][CH2:13][O:14][CH3:15])[C:5]2[O:6][CH2:7][O:8][C:4]=2[C:3]=1[NH:16][C:17]1[C:26]2[C:21](=[CH:22][C:23]([O:29][CH2:30][CH2:31][CH2:32][N:34]3[CH2:38][CH2:37][CH2:36][C@@H:35]3[CH2:39][OH:40])=[C:24]([O:27][CH3:28])[CH:25]=2)[N:20]=[CH:19][N:18]=1. (3) Given the reactants [CH2:1]([C@@H:8]1[CH2:12][O:11][C:10](=[O:13])[N:9]1[C:14](=[O:23])[CH2:15][C:16]1[CH:21]=[CH:20][C:19]([Cl:22])=[CH:18][CH:17]=1)[C:2]1[CH:7]=[CH:6][CH:5]=[CH:4][CH:3]=1.CCN(C(C)C)C(C)C.[CH:33]1([CH2:36][N:37]([CH2:45]OC)[C:38](=[O:44])[O:39][C:40]([CH3:43])([CH3:42])[CH3:41])[CH2:35][CH2:34]1, predict the reaction product. The product is: [CH2:1]([C@@H:8]1[CH2:12][O:11][C:10](=[O:13])[N:9]1[C:14](=[O:23])[C@@H:15]([C:16]1[CH:17]=[CH:18][C:19]([Cl:22])=[CH:20][CH:21]=1)[CH2:45][N:37]([CH2:36][CH:33]1[CH2:34][CH2:35]1)[C:38](=[O:44])[O:39][C:40]([CH3:43])([CH3:41])[CH3:42])[C:2]1[CH:7]=[CH:6][CH:5]=[CH:4][CH:3]=1. (4) Given the reactants Br[C:2]1[CH:3]=[C:4]2[C:10]([C:11]3[CH:16]=[CH:15][N:14]=[C:13]([CH2:17][NH:18][C:19]4[N:36]=[CH:35][CH:34]=[CH:33][C:20]=4[C:21]([NH:23][CH2:24][C:25]4[CH:30]=[CH:29][C:28]([F:31])=[C:27]([F:32])[CH:26]=4)=[O:22])[CH:12]=3)=[CH:9][N:8](S(C3C=CC=CC=3)(=O)=O)[C:5]2=[N:6][CH:7]=1.[NH:46]1[C:50](B(O)O)=[CH:49][CH:48]=[N:47]1.C(=O)([O-])[O-].[K+].[K+], predict the reaction product. The product is: [NH:46]1[C:50]([C:2]2[CH:3]=[C:4]3[C:10]([C:11]4[CH:16]=[CH:15][N:14]=[C:13]([CH2:17][NH:18][C:19]5[N:36]=[CH:35][CH:34]=[CH:33][C:20]=5[C:21]([NH:23][CH2:24][C:25]5[CH:30]=[CH:29][C:28]([F:31])=[C:27]([F:32])[CH:26]=5)=[O:22])[CH:12]=4)=[CH:9][NH:8][C:5]3=[N:6][CH:7]=2)=[CH:49][CH:48]=[N:47]1. (5) The product is: [CH2:1]([O:8][C:9](=[O:23])[CH2:10][C:11]1[CH:12]=[CH:13][C:14]2[O:18][C:17]([C:25]3[C:26]([C:31]([O:33][CH3:34])=[O:32])=[N:27][CH:28]=[CH:29][CH:30]=3)=[CH:16][C:15]=2[CH:22]=1)[C:2]1[CH:7]=[CH:6][CH:5]=[CH:4][CH:3]=1. Given the reactants [CH2:1]([O:8][C:9](=[O:23])[CH2:10][C:11]1[CH:12]=[CH:13][C:14]2[O:18][C:17](B(O)O)=[CH:16][C:15]=2[CH:22]=1)[C:2]1[CH:7]=[CH:6][CH:5]=[CH:4][CH:3]=1.Br[C:25]1[C:26]([C:31]([O:33][CH3:34])=[O:32])=[N:27][CH:28]=[CH:29][CH:30]=1.C([O-])([O-])=O.[K+].[K+], predict the reaction product.